This data is from Forward reaction prediction with 1.9M reactions from USPTO patents (1976-2016). The task is: Predict the product of the given reaction. (1) Given the reactants [C:1]1([C:18]2[CH:23]=[CH:22][CH:21]=[CH:20][CH:19]=2)[CH:6]=[CH:5][C:4]([CH2:7][C@H:8]2[NH:12][C:11](=[O:13])[C@:10]([CH3:17])([C:14](O)=[O:15])[CH2:9]2)=[CH:3][CH:2]=1.CN1CCOCC1.ClC(OCC(C)C)=O.[BH4-].[Na+], predict the reaction product. The product is: [C:1]1([C:18]2[CH:19]=[CH:20][CH:21]=[CH:22][CH:23]=2)[CH:2]=[CH:3][C:4]([CH2:7][C@H:8]2[NH:12][C:11](=[O:13])[C@@:10]([CH2:14][OH:15])([CH3:17])[CH2:9]2)=[CH:5][CH:6]=1. (2) Given the reactants OC(C(F)(F)F)=O.[NH:8]1[CH2:11][CH:10]([NH:12][C:13](=[O:30])[CH2:14][NH:15][C:16]2[C:24]3[C:19](=[CH:20][CH:21]=[C:22]([C:25]([F:28])([F:27])[F:26])[CH:23]=3)[N:18]([CH3:29])[N:17]=2)[CH2:9]1.[CH2:31]([O:33][CH:34]1[CH2:39][CH2:38][C:37](=O)[CH2:36][CH2:35]1)[CH3:32], predict the reaction product. The product is: [CH2:31]([O:33][CH:34]1[CH2:39][CH2:38][CH:37]([N:8]2[CH2:9][CH:10]([NH:12][C:13](=[O:30])[CH2:14][NH:15][C:16]3[C:24]4[C:19](=[CH:20][CH:21]=[C:22]([C:25]([F:27])([F:26])[F:28])[CH:23]=4)[N:18]([CH3:29])[N:17]=3)[CH2:11]2)[CH2:36][CH2:35]1)[CH3:32]. (3) Given the reactants ClC1C=CC(OCC2C=CC=CC=2)=C(CC2SC=C(C3NC4C=CC=C(C=O)C=4N=3)N=2)C=1.[Cl:33][C:34]1[CH:35]=[CH:36][C:37]([O:58][CH2:59][CH:60]([CH3:62])[CH3:61])=[C:38]([CH2:40][C:41]2[S:42][CH:43]=[C:44]([C:46]3[NH:50][C:49]4[CH:51]=[CH:52][C:53]([CH2:55][CH2:56][OH:57])=[CH:54][C:48]=4[N:47]=3)[N:45]=2)[CH:39]=1, predict the reaction product. The product is: [Cl:33][C:34]1[CH:35]=[CH:36][C:37]([O:58][CH2:59][CH:60]([CH3:62])[CH3:61])=[C:38]([CH2:40][C:41]2[S:42][CH:43]=[C:44]([C:46]3[NH:50][C:49]4[CH:51]=[CH:52][C:53]([CH2:55][CH:56]=[O:57])=[CH:54][C:48]=4[N:47]=3)[N:45]=2)[CH:39]=1. (4) The product is: [Cl:1][C:2]1[CH:7]=[CH:6][C:5]([S:8]([NH:11][C:15]2[C:16]([C:22]([N:24]3[C:29]4[CH:30]=[CH:31][CH:32]=[CH:33][C:28]=4[O:27][CH2:26][CH:25]3[CH3:34])=[O:23])=[N:17][CH:18]=[C:19]([Cl:21])[CH:20]=2)(=[O:9])=[O:10])=[CH:4][C:3]=1[C:35]([F:37])([F:38])[F:36]. Given the reactants [Cl:1][C:2]1[CH:7]=[CH:6][C:5]([S:8]([N:11]([C:15]2[C:16]([C:22]([N:24]3[C:29]4[CH:30]=[CH:31][CH:32]=[CH:33][C:28]=4[O:27][CH2:26][CH:25]3[CH3:34])=[O:23])=[N:17][CH:18]=[C:19]([Cl:21])[CH:20]=2)COC)(=[O:10])=[O:9])=[CH:4][C:3]=1[C:35]([F:38])([F:37])[F:36], predict the reaction product. (5) Given the reactants [NH2:1][C:2]1[N:7]=[C:6]([NH:8][C:9]2[CH:14]=[CH:13][C:12]([CH2:15][OH:16])=[CH:11][CH:10]=2)[CH:5]=[C:4]([C:17]2[CH:22]=[C:21]([Cl:23])[CH:20]=[CH:19][C:18]=2[O:24][CH2:25][CH3:26])[N:3]=1.[C:27]([O:31][C:32]([NH:34][CH2:35][C:36](O)=[O:37])=[O:33])([CH3:30])([CH3:29])[CH3:28], predict the reaction product. The product is: [NH2:1][C:2]1[N:7]=[C:6]([NH:8][C:9]2[CH:14]=[CH:13][C:12]([CH2:15][O:16][C:36](=[O:37])[CH2:35][NH:34][C:32]([O:31][C:27]([CH3:29])([CH3:28])[CH3:30])=[O:33])=[CH:11][CH:10]=2)[CH:5]=[C:4]([C:17]2[CH:22]=[C:21]([Cl:23])[CH:20]=[CH:19][C:18]=2[O:24][CH2:25][CH3:26])[N:3]=1.